From a dataset of Forward reaction prediction with 1.9M reactions from USPTO patents (1976-2016). Predict the product of the given reaction. (1) The product is: [Cl:9][C:6]1[CH:5]=[CH:4][C:3]2[N:10]=[C:11]([C@@H:13]3[CH2:17][C@H:16]([F:18])[CH2:15][N:14]3[C:19]([O:21][C:22]([CH3:25])([CH3:24])[CH3:23])=[O:20])[NH:1][C:2]=2[C:7]=1[CH3:8]. Given the reactants [NH2:1][C:2]1[C:7]([CH3:8])=[C:6]([Cl:9])[CH:5]=[CH:4][C:3]=1[NH:10][C:11]([C@@H:13]1[CH2:17][C@H:16]([F:18])[CH2:15][N:14]1[C:19]([O:21][C:22]([CH3:25])([CH3:24])[CH3:23])=[O:20])=O.CC(O)=O, predict the reaction product. (2) Given the reactants [C:1](Cl)(=[O:6])[CH2:2][CH2:3][CH2:4][CH3:5].[NH2:8][C:9]1[CH:10]=[N:11][C:12]2[C:17]([C:18]=1[OH:19])=[N:16][CH:15]=[CH:14][CH:13]=2.C(N(CC)CC)C, predict the reaction product. The product is: [OH:19][C:18]1[C:17]2[C:12](=[CH:13][CH:14]=[CH:15][N:16]=2)[N:11]=[CH:10][C:9]=1[NH:8][C:1](=[O:6])[CH2:2][CH2:3][CH2:4][CH3:5]. (3) The product is: [N:28]1([C:31]2[C:36]([NH:37][C:2]3[C:11]4[C:6](=[CH:7][C:8]([F:13])=[CH:9][C:10]=4[F:12])[N:5]=[C:4]([C:14]4[CH:19]=[CH:18][CH:17]=[CH:16][C:15]=4[S:20]([CH3:23])(=[O:22])=[O:21])[C:3]=3[CH3:24])=[CH:35][C:34]([N:38]3[CH2:39][CH2:40][O:41][CH2:42][CH2:43]3)=[CH:33][N:32]=2)[CH2:27][CH2:26][O:25][CH2:30][CH2:29]1. Given the reactants Cl[C:2]1[C:11]2[C:6](=[CH:7][C:8]([F:13])=[CH:9][C:10]=2[F:12])[N:5]=[C:4]([C:14]2[CH:19]=[CH:18][CH:17]=[CH:16][C:15]=2[S:20]([CH3:23])(=[O:22])=[O:21])[C:3]=1[CH3:24].[O:25]1[CH2:30][CH2:29][N:28]([C:31]2[C:36]([NH2:37])=[CH:35][C:34]([N:38]3[CH2:43][CH2:42][O:41][CH2:40][CH2:39]3)=[CH:33][N:32]=2)[CH2:27][CH2:26]1, predict the reaction product.